Dataset: Full USPTO retrosynthesis dataset with 1.9M reactions from patents (1976-2016). Task: Predict the reactants needed to synthesize the given product. (1) Given the product [CH:1]1([CH2:4][O:5][C:6]2[CH:32]=[CH:31][C:9]3[N:10]=[C:11]([N:13]4[CH2:18][CH2:17][CH:16]([O:19][CH2:20][C@@H:21]([NH:23][C:24](=[O:30])[O:25][CH3:26])[CH3:22])[CH2:15][CH2:14]4)[O:12][C:8]=3[CH:7]=2)[CH2:2][CH2:3]1, predict the reactants needed to synthesize it. The reactants are: [CH:1]1([CH2:4][O:5][C:6]2[CH:32]=[CH:31][C:9]3[N:10]=[C:11]([N:13]4[CH2:18][CH2:17][CH:16]([O:19][CH2:20][C@@H:21]([NH:23][C:24](=[O:30])[O:25][C:26](C)(C)C)[CH3:22])[CH2:15][CH2:14]4)[O:12][C:8]=3[CH:7]=2)[CH2:3][CH2:2]1.C(Cl)(=O)OC. (2) Given the product [CH3:32][O:33][C@@H:34]1[CH2:39][CH2:38][CH2:37][N:36]([C:15](=[O:16])[CH2:14][NH:13][C:11]([C:9]2[CH:8]=[CH:7][C:6]3[N:2]([CH3:1])[C:3]([NH:18][C:19]4[S:20][C:21]5[CH:27]=[C:26]([C:28]([F:30])([F:29])[F:31])[CH:25]=[CH:24][C:22]=5[N:23]=4)=[N:4][C:5]=3[CH:10]=2)=[O:12])[CH2:35]1, predict the reactants needed to synthesize it. The reactants are: [CH3:1][N:2]1[C:6]2[CH:7]=[CH:8][C:9]([C:11]([NH:13][CH2:14][C:15](O)=[O:16])=[O:12])=[CH:10][C:5]=2[N:4]=[C:3]1[NH:18][C:19]1[S:20][C:21]2[CH:27]=[C:26]([C:28]([F:31])([F:30])[F:29])[CH:25]=[CH:24][C:22]=2[N:23]=1.[CH3:32][O:33][C@@H:34]1[CH2:39][CH2:38][CH2:37][NH:36][CH2:35]1.CN(C(ON1N=NC2C=CC=CC1=2)=[N+](C)C)C.F[P-](F)(F)(F)(F)F.CCN(C(C)C)C(C)C. (3) Given the product [C:1]([O:5][C:6]([NH:8][C@@H:9]([CH2:13][C:14]1[CH:19]=[CH:18][C:17]([O:20][CH2:21][C:22]2[CH:27]=[CH:26][CH:25]=[CH:24][CH:23]=2)=[C:16]([O:28][CH2:29][C:30]2[CH:35]=[CH:34][CH:33]=[CH:32][CH:31]=2)[CH:15]=1)[C:10]([O:12][CH2:37][CH2:38][NH:39][C:40]([C:42]1[CH:47]=[CH:46][CH:45]=[CH:44][C:43]=1[O:48][CH2:49][C:50]1[CH:55]=[CH:54][CH:53]=[CH:52][CH:51]=1)=[O:41])=[O:11])=[O:7])([CH3:4])([CH3:2])[CH3:3], predict the reactants needed to synthesize it. The reactants are: [C:1]([O:5][C:6]([NH:8][C@@H:9]([CH2:13][C:14]1[CH:19]=[CH:18][C:17]([O:20][CH2:21][C:22]2[CH:27]=[CH:26][CH:25]=[CH:24][CH:23]=2)=[C:16]([O:28][CH2:29][C:30]2[CH:35]=[CH:34][CH:33]=[CH:32][CH:31]=2)[CH:15]=1)[C:10]([OH:12])=[O:11])=[O:7])([CH3:4])([CH3:3])[CH3:2].O[CH2:37][CH2:38][NH:39][C:40]([C:42]1[CH:47]=[CH:46][CH:45]=[CH:44][C:43]=1[O:48][CH2:49][C:50]1[CH:55]=[CH:54][CH:53]=[CH:52][CH:51]=1)=[O:41].Cl.CN(C)CCCN=C=NCC. (4) Given the product [CH2:1]([C:4]1[CH:9]=[CH:8][C:7]2[NH:10][C:26]([C:19]3[C:20]4[C:25](=[CH:24][CH:23]=[CH:22][CH:21]=4)[NH:17][N:18]=3)=[N:11][C:6]=2[CH:5]=1)[CH2:2][CH3:3], predict the reactants needed to synthesize it. The reactants are: [CH2:1]([C:4]1[CH:5]=[C:6]([NH2:11])[C:7]([NH2:10])=[CH:8][CH:9]=1)[CH2:2][CH3:3].S(=O)(O)[O-].[Na+].[NH:17]1[C:25]2[C:20](=[CH:21][CH:22]=[CH:23][CH:24]=2)[C:19]([CH:26]=O)=[N:18]1. (5) Given the product [F:31][C:26]1([F:30])[C:25]2[N:21]([CH2:20][C:19]([NH:18][C@H:8]([C:7]3[N:6]=[C:5]([C:37]#[C:38][C:39]4([OH:50])[CH2:42][N:41]([C:43]([O:45][C:46]([CH3:47])([CH3:49])[CH3:48])=[O:44])[CH2:40]4)[CH:4]=[CH:3][C:2]=3[C:59]3[CH:58]=[CH:57][CH:56]=[C:55]4[C:60]=3[N:52]([CH3:51])[N:53]=[C:54]4[NH:70][S:71]([CH3:74])(=[O:73])=[O:72])[CH2:9][C:10]3[CH:11]=[C:12]([F:17])[CH:13]=[C:14]([F:16])[CH:15]=3)=[O:36])[N:22]=[C:23]([C:32]([F:34])([F:35])[F:33])[C:24]=2[C@H:28]2[CH2:29][C@@H:27]12, predict the reactants needed to synthesize it. The reactants are: Br[C:2]1[CH:3]=[CH:4][C:5]([C:37]#[C:38][C:39]2([OH:50])[CH2:42][N:41]([C:43]([O:45][C:46]([CH3:49])([CH3:48])[CH3:47])=[O:44])[CH2:40]2)=[N:6][C:7]=1[C@@H:8]([NH:18][C:19](=[O:36])[CH2:20][N:21]1[C:25]2[C:26]([F:31])([F:30])[C@@H:27]3[CH2:29][C@@H:28]3[C:24]=2[C:23]([C:32]([F:35])([F:34])[F:33])=[N:22]1)[CH2:9][C:10]1[CH:15]=[C:14]([F:16])[CH:13]=[C:12]([F:17])[CH:11]=1.[CH3:51][N:52]1[C:60]2[C:55](=[CH:56][CH:57]=[CH:58][C:59]=2B2OC(C)(C)C(C)(C)O2)[C:54]([NH:70][S:71]([CH3:74])(=[O:73])=[O:72])=[N:53]1.C([O-])(O)=O.[Na+]. (6) Given the product [N+:8]([C:6]1[C:7]2[CH:14]=[C:13]([CH2:12][OH:15])[O:42][C:2]=2[CH:3]=[CH:4][CH:5]=1)([O-:10])=[O:9], predict the reactants needed to synthesize it. The reactants are: I[C:2]1[CH:7]=[C:6]([N+:8]([O-:10])=[O:9])[CH:5]=[CH:4][C:3]=1O.[CH2:12]([OH:15])[C:13]#[CH:14].C(N(CC)CC)C.C1(P(C2C=CC=CC=2)C2C=CC=CC=2)C=CC=CC=1.[OH2:42].